Dataset: Forward reaction prediction with 1.9M reactions from USPTO patents (1976-2016). Task: Predict the product of the given reaction. (1) Given the reactants [Cl:1][C:2]1[CH:3]=[CH:4][C:5]2[C:12]3=[C:13]([CH:24]4[CH2:29][CH2:28][CH2:27][CH2:26][CH2:25]4)[C:14]4[CH:15]=[CH:16][C:17]([C:20]([O:22][CH3:23])=[O:21])=[CH:18][C:19]=4[N:11]3[CH2:10][C:9](=O)[N:8]([CH2:31][CH2:32][N:33]([CH3:35])[CH3:34])[CH2:7][C:6]=2[CH:36]=1.B.C1COCC1.Cl, predict the reaction product. The product is: [Cl:1][C:2]1[CH:3]=[CH:4][C:5]2[C:12]3=[C:13]([CH:24]4[CH2:29][CH2:28][CH2:27][CH2:26][CH2:25]4)[C:14]4[CH:15]=[CH:16][C:17]([C:20]([O:22][CH3:23])=[O:21])=[CH:18][C:19]=4[N:11]3[CH2:10][CH2:9][N:8]([CH2:31][CH2:32][N:33]([CH3:35])[CH3:34])[CH2:7][C:6]=2[CH:36]=1. (2) Given the reactants [F-:1].[K+].[N+:3]([C:6]1[CH:19]=[CH:18][CH:17]=[C:16]([N+]([O-])=O)[C:7]=1[C:8]([NH:10][C@@H:11]([CH3:15])[C:12]([OH:14])=[O:13])=[O:9])([O-:5])=[O:4].C1OCCOCCOCCOCCOCCOC1, predict the reaction product. The product is: [F:1][C:16]1[CH:17]=[CH:18][CH:19]=[C:6]([N+:3]([O-:5])=[O:4])[C:7]=1[C:8]([NH:10][C@@H:11]([CH3:15])[C:12]([OH:14])=[O:13])=[O:9]. (3) The product is: [F:13][CH2:12][CH2:11][O:10][C:8]1[CH:9]=[C:4]([CH:5]=[C:6]([O:14][CH2:15][CH2:16][F:17])[CH:7]=1)[C:3]([OH:18])=[O:2]. Given the reactants C[O:2][C:3](=[O:18])[C:4]1[CH:9]=[C:8]([O:10][CH2:11][CH2:12][F:13])[CH:7]=[C:6]([O:14][CH2:15][CH2:16][F:17])[CH:5]=1.[OH-].[Na+], predict the reaction product. (4) Given the reactants [O:1]1[C:5]([C:6]([OH:8])=O)=[CH:4][CH:3]=[N:2]1.[CH:9]([C@H:22]1[N:27]2[CH2:28][CH2:29][NH:30][CH2:31][C@H:26]2[CH2:25][N:24]([C:32]([O:34][C:35]([CH3:38])([CH3:37])[CH3:36])=[O:33])[CH2:23]1)([C:16]1[CH:21]=[CH:20][CH:19]=[CH:18][CH:17]=1)[C:10]1[CH:15]=[CH:14][CH:13]=[CH:12][CH:11]=1.[I-].ClC1C=CC=C[N+]=1C.C(=O)(O)[O-].[Na+], predict the reaction product. The product is: [CH:9]([C@H:22]1[N:27]2[CH2:28][CH2:29][N:30]([C:6]([C:5]3[O:1][N:2]=[CH:3][CH:4]=3)=[O:8])[CH2:31][C@H:26]2[CH2:25][N:24]([C:32]([O:34][C:35]([CH3:38])([CH3:37])[CH3:36])=[O:33])[CH2:23]1)([C:16]1[CH:21]=[CH:20][CH:19]=[CH:18][CH:17]=1)[C:10]1[CH:15]=[CH:14][CH:13]=[CH:12][CH:11]=1. (5) The product is: [Cl:1][C:2]1[N:3]=[C:4]([C:9]([NH:16][C:17]2[CH:22]=[CH:21][C:20]([C:23]3[O:24][CH:25]=[C:26]([C:28]([O:30][CH3:31])=[O:29])[N:27]=3)=[CH:19][C:18]=2[CH3:32])=[O:11])[NH:5][C:6]=1[CH2:7][CH3:8]. Given the reactants [Cl:1][C:2]1[N:3]=[C:4]([C:9]([OH:11])=O)[NH:5][C:6]=1[CH2:7][CH3:8].S(Cl)(Cl)=O.[NH2:16][C:17]1[CH:22]=[CH:21][C:20]([C:23]2[O:24][CH:25]=[C:26]([C:28]([O:30][CH3:31])=[O:29])[N:27]=2)=[CH:19][C:18]=1[CH3:32], predict the reaction product. (6) Given the reactants BrC1C([Cl:8])=CN=C2NC=CC=12.[C:12]1([CH3:38])[CH:17]=[CH:16][C:15]([S:18]([N:21]2[C:25]3=[N:26][CH:27]=[CH:28][C:29]([C:30]4[CH:31]=[C:32]([CH2:36]O)[CH:33]=[CH:34][CH:35]=4)=[C:24]3[CH:23]=[CH:22]2)(=[O:20])=[O:19])=[CH:14][CH:13]=1.C([O-])([O-])=O.[K+].[K+].O1CCOCC1, predict the reaction product. The product is: [Cl:8][CH2:36][C:32]1[CH:31]=[C:30]([C:29]2[CH:28]=[CH:27][N:26]=[C:25]3[N:21]([S:18]([C:15]4[CH:16]=[CH:17][C:12]([CH3:38])=[CH:13][CH:14]=4)(=[O:20])=[O:19])[CH:22]=[CH:23][C:24]=23)[CH:35]=[CH:34][CH:33]=1. (7) Given the reactants [NH2:1][C:2]1[N:7]=[C:6]([N:8]2[CH2:32][CH2:31][C:11]3([CH2:15][N:14]([C:16]([O:18][CH2:19][C:20]4[CH:25]=[CH:24][CH:23]=[CH:22][CH:21]=4)=[O:17])[C@H:13]([C:26]([O:28][CH2:29][CH3:30])=[O:27])[CH2:12]3)[CH2:10][CH2:9]2)[CH:5]=[C:4]([O:33][C@H:34]([C:39]2[CH:44]=[CH:43][C:42]([CH:45]=O)=[CH:41][C:40]=2[N:47]2[CH:51]=[CH:50][C:49]([CH3:52])=[N:48]2)[C:35]([F:38])([F:37])[F:36])[N:3]=1.CC(O)=O.[BH-](OC(C)=O)(OC(C)=O)OC(C)=O.[Na+].[NH:71]([CH3:73])[CH3:72], predict the reaction product. The product is: [NH2:1][C:2]1[N:7]=[C:6]([N:8]2[CH2:32][CH2:31][C:11]3([CH2:15][N:14]([C:16]([O:18][CH2:19][C:20]4[CH:21]=[CH:22][CH:23]=[CH:24][CH:25]=4)=[O:17])[C@H:13]([C:26]([O:28][CH2:29][CH3:30])=[O:27])[CH2:12]3)[CH2:10][CH2:9]2)[CH:5]=[C:4]([O:33][C@H:34]([C:39]2[CH:44]=[CH:43][C:42]([CH2:45][N:71]([CH3:73])[CH3:72])=[CH:41][C:40]=2[N:47]2[CH:51]=[CH:50][C:49]([CH3:52])=[N:48]2)[C:35]([F:37])([F:36])[F:38])[N:3]=1. (8) Given the reactants [CH:1]1([CH:7]([NH:20][C:21]2[CH:29]=[CH:28][C:24]([C:25](O)=[O:26])=[CH:23][CH:22]=2)[C:8]2[CH:12]=[C:11]([CH:13]([OH:17])[CH:14]([CH3:16])[CH3:15])[S:10][C:9]=2[CH2:18][CH3:19])[CH2:6][CH2:5][CH2:4][CH2:3][CH2:2]1.Cl.[NH2:31][CH2:32][CH2:33][C:34]([O:36]CC)=[O:35].O.ON1C2C=CC=CC=2N=N1.Cl.C(N=C=NCCCN(C)C)C.[Cl-].[NH4+].[OH-].[Na+], predict the reaction product. The product is: [CH:1]1([CH:7]([NH:20][C:21]2[CH:22]=[CH:23][C:24]([C:25]([NH:31][CH2:32][CH2:33][C:34]([OH:36])=[O:35])=[O:26])=[CH:28][CH:29]=2)[C:8]2[CH:12]=[C:11]([CH:13]([OH:17])[CH:14]([CH3:16])[CH3:15])[S:10][C:9]=2[CH2:18][CH3:19])[CH2:2][CH2:3][CH2:4][CH2:5][CH2:6]1. (9) Given the reactants Cl.[F:2][C:3]([F:39])([F:38])[C:4]1[CH:5]=[C:6]([C@H:14]([O:16][C@H:17]2[CH2:22][CH2:21][N:20]([C:23]([C@H:25]3[CH2:30][CH2:29][C@H:28]([NH2:31])[CH2:27][CH2:26]3)=[O:24])[CH2:19][C@H:18]2[C:32]2[CH:37]=[CH:36][CH:35]=[CH:34][CH:33]=2)[CH3:15])[CH:7]=[C:8]([C:10]([F:13])([F:12])[F:11])[CH:9]=1.[CH3:40][N:41]([CH3:45])[C:42](Cl)=[O:43], predict the reaction product. The product is: [F:39][C:3]([F:2])([F:38])[C:4]1[CH:5]=[C:6]([C@H:14]([O:16][C@H:17]2[CH2:22][CH2:21][N:20]([C:23]([C@H:25]3[CH2:26][CH2:27][C@H:28]([NH:31][C:42](=[O:43])[N:41]([CH3:45])[CH3:40])[CH2:29][CH2:30]3)=[O:24])[CH2:19][C@H:18]2[C:32]2[CH:33]=[CH:34][CH:35]=[CH:36][CH:37]=2)[CH3:15])[CH:7]=[C:8]([C:10]([F:12])([F:11])[F:13])[CH:9]=1.